Dataset: Peptide-MHC class II binding affinity with 134,281 pairs from IEDB. Task: Regression. Given a peptide amino acid sequence and an MHC pseudo amino acid sequence, predict their binding affinity value. This is MHC class II binding data. (1) The peptide sequence is TFHVEKGSNPNYLALLVKYVNGDGD. The MHC is HLA-DQA10101-DQB10501 with pseudo-sequence HLA-DQA10101-DQB10501. The binding affinity (normalized) is 0.0705. (2) The peptide sequence is RSLWIIFSKNLNIKL. The MHC is HLA-DPA10201-DPB11401 with pseudo-sequence HLA-DPA10201-DPB11401. The binding affinity (normalized) is 0.238. (3) The peptide sequence is GRYKDEKDVTDITVK. The MHC is DRB1_0405 with pseudo-sequence DRB1_0405. The binding affinity (normalized) is 0.300. (4) The peptide sequence is VGQQAVEVWQGLALL. The MHC is DRB4_0101 with pseudo-sequence DRB4_0103. The binding affinity (normalized) is 0.236. (5) The peptide sequence is TDDNEEPIAP. The MHC is DRB1_1101 with pseudo-sequence DRB1_1101. The binding affinity (normalized) is 0. (6) The peptide sequence is NLCCSQWGWCGSTDE. The MHC is DRB1_1501 with pseudo-sequence DRB1_1501. The binding affinity (normalized) is 0.197. (7) The peptide sequence is AAPGAGYTPATPAAP. The MHC is DRB1_1302 with pseudo-sequence DRB1_1302. The binding affinity (normalized) is 0.